From a dataset of Reaction yield outcomes from USPTO patents with 853,638 reactions. Predict the reaction yield, written as a fraction of the theoretical maximum amount of product (1.0 means a 100% yield; for example, 0.34 means a 34% yield). (1) The reactants are [CH3:1][C:2]([CH3:18])([CH3:17])[C:3]([NH:5][C:6]1[NH:7][C:8](=O)[C:9]2[NH:14][C:13]([CH3:15])=[CH:12][C:10]=2[N:11]=1)=[O:4].[OH-].[NH4+].P(Cl)(Cl)([Cl:23])=O. No catalyst specified. The product is [Cl:23][C:8]1[C:9]2[NH:14][C:13]([CH3:15])=[CH:12][C:10]=2[N:11]=[C:6]([NH:5][C:3](=[O:4])[C:2]([CH3:18])([CH3:17])[CH3:1])[N:7]=1. The yield is 0.860. (2) The reactants are B(Br)(Br)Br.C([O:12][C@H:13]1[CH2:17][N:16](C(OC(C)(C)C)=O)[C@@H:15]([C@@H:25]([OH:54])[C@@H:26]([NH:34][C:35](=[O:53])[C:36]2[CH:41]=[CH:40][CH:39]=[C:38]([C:42](=[O:52])[N:43]([CH3:51])[CH2:44][C:45]3[S:46][CH:47]=[C:48]([CH3:50])[N:49]=3)[CH:37]=2)[CH2:27][C:28]2[CH:33]=[CH:32][CH:31]=[CH:30][CH:29]=2)[CH2:14]1)C1C=CC=CC=1. The catalyst is C(Cl)Cl. The product is [OH:54][C@H:25]([C@H:15]1[CH2:14][C@@H:13]([OH:12])[CH2:17][NH:16]1)[C@@H:26]([NH:34][C:35](=[O:53])[C:36]1[CH:41]=[CH:40][CH:39]=[C:38]([C:42]([N:43]([CH3:51])[CH2:44][C:45]2[S:46][CH:47]=[C:48]([CH3:50])[N:49]=2)=[O:52])[CH:37]=1)[CH2:27][C:28]1[CH:33]=[CH:32][CH:31]=[CH:30][CH:29]=1. The yield is 0.110. (3) The catalyst is C1(C)C=CC=CC=1. The yield is 0.140. The product is [CH3:2][C:3]1[S:12][C:11]2[NH:10][C:9]3[CH:13]=[CH:14][CH:15]=[CH:16][C:8]=3[N:7]=[C:6]([N:17]3[CH2:22][CH2:23][NH:18][C@@H:19]([CH2:24][CH2:25][OH:26])[CH2:20]3)[C:5]=2[N:4]=1. The reactants are Cl.[CH3:2][C:3]1[S:12][C:11]2[NH:10][C:9]3[CH:13]=[CH:14][CH:15]=[CH:16][C:8]=3[N:7]=[C:6]([NH2:17])[C:5]=2[N:4]=1.[NH:18]1[CH2:23][CH2:22]N[CH2:20][C@@H:19]1[CH2:24][CH2:25][OH:26].C(N(C(C)C)CC)(C)C.CS(C)=O. (4) The reactants are [Si:1]([O:8][C:9]1[CH:10]=[C:11]([C:15](=O)[CH2:16][CH2:17][CH2:18][NH:19][C:20](=[O:26])[O:21][C:22]([CH3:25])([CH3:24])[CH3:23])[CH:12]=[CH:13][CH:14]=1)([C:4]([CH3:7])([CH3:6])[CH3:5])([CH3:3])[CH3:2].[F:28][C:29]1[CH:38]=[CH:37][C:36]([F:39])=[CH:35][C:30]=1[C:31](=[S:34])[NH:32][NH2:33]. The catalyst is CCO.C(Cl)Cl. The product is [Si:1]([O:8][C:9]1[CH:10]=[C:11]([C:15]2([CH2:16][CH2:17][CH2:18][NH:19][C:20](=[O:26])[O:21][C:22]([CH3:25])([CH3:24])[CH3:23])[NH:33][N:32]=[C:31]([C:30]3[CH:35]=[C:36]([F:39])[CH:37]=[CH:38][C:29]=3[F:28])[S:34]2)[CH:12]=[CH:13][CH:14]=1)([C:4]([CH3:7])([CH3:6])[CH3:5])([CH3:3])[CH3:2]. The yield is 0.820.